From a dataset of Forward reaction prediction with 1.9M reactions from USPTO patents (1976-2016). Predict the product of the given reaction. (1) Given the reactants [Br:1][C:2]1[CH:3]=[C:4]2[C:9](=[CH:10][CH:11]=1)[N:8]=[CH:7][C:6]([C:12](=[O:15])[CH2:13][CH3:14])=[C:5]2Cl.[CH3:17][N:18]([CH2:20][C:21]1[CH:27]=[CH:26][C:24]([NH2:25])=[CH:23][CH:22]=1)[CH3:19], predict the reaction product. The product is: [Br:1][C:2]1[CH:3]=[C:4]2[C:9](=[CH:10][CH:11]=1)[N:8]=[CH:7][C:6]([C:12](=[O:15])[CH2:13][CH3:14])=[C:5]2[NH:25][C:24]1[CH:23]=[CH:22][C:21]([CH2:20][N:18]([CH3:19])[CH3:17])=[CH:27][CH:26]=1. (2) Given the reactants N1C=CC=CC=1.[NH2:7][C:8]1[N:13]=[C:12]([C:14]2[CH:19]=[CH:18][C:17]([CH2:20][CH2:21][CH2:22][C:23]3[N:27]([CH2:28][CH2:29][CH3:30])[C:26](=[O:31])[N:25]([C:32]4[CH:37]=[CH:36][C:35]([C:38]([F:41])([F:40])[F:39])=[CH:34][CH:33]=4)[N:24]=3)=[CH:16][CH:15]=2)[CH:11]=[CH:10][CH:9]=1.[C:42]1([S:48](Cl)(=[O:50])=[O:49])[CH:47]=[CH:46][CH:45]=[CH:44][CH:43]=1, predict the reaction product. The product is: [O:31]=[C:26]1[N:25]([C:32]2[CH:33]=[CH:34][C:35]([C:38]([F:41])([F:40])[F:39])=[CH:36][CH:37]=2)[N:24]=[C:23]([CH2:22][CH2:21][CH2:20][C:17]2[CH:16]=[CH:15][C:14]([C:12]3[N:13]=[C:8]([NH:7][S:48]([C:42]4[CH:47]=[CH:46][CH:45]=[CH:44][CH:43]=4)(=[O:50])=[O:49])[CH:9]=[CH:10][CH:11]=3)=[CH:19][CH:18]=2)[N:27]1[CH2:28][CH2:29][CH3:30]. (3) Given the reactants [Cl-].[CH3:2][O:3][CH2:4][P+](C1C=CC=CC=1)(C1C=CC=CC=1)C1C=CC=CC=1.CC(C)([O-])C.[K+].[NH2:30][C:31]1[C:36]([CH:37]=O)=[C:35]([Cl:39])[N:34]=[CH:33][N:32]=1, predict the reaction product. The product is: [Cl:39][C:35]1[N:34]=[CH:33][N:32]=[C:31]([NH2:30])[C:36]=1[CH:37]=[CH:2][O:3][CH3:4]. (4) The product is: [CH:1]1([NH:4][C:5]([C:7]2[C:16](=[O:17])[C:15]3[C:10](=[N:11][CH:12]=[CH:13][CH:14]=3)[N:9]([C:18]3[CH:23]=[CH:22][CH:21]=[C:20]([C:24]4[CH:25]=[N+:26]([O-:36])[C:27]([S:30]([CH3:33])(=[O:31])=[O:32])=[CH:28][CH:29]=4)[CH:19]=3)[CH:8]=2)=[O:6])[CH2:2][CH2:3]1. Given the reactants [CH:1]1([NH:4][C:5]([C:7]2[C:16](=[O:17])[C:15]3[C:10](=[N:11][CH:12]=[CH:13][CH:14]=3)[N:9]([C:18]3[CH:23]=[CH:22][CH:21]=[C:20]([C:24]4[CH:25]=[N:26][C:27]([S:30]([CH3:33])(=[O:32])=[O:31])=[CH:28][CH:29]=4)[CH:19]=3)[CH:8]=2)=[O:6])[CH2:3][CH2:2]1.NC(N)=[O:36].OO.FC(F)(F)C(O)=O, predict the reaction product. (5) Given the reactants [CH3:1][C:2]1([CH3:31])[C:10]2[C:5](=[CH:6][CH:7]=[C:8]([C:11]3[N:16]=[C:15]([N:17]4[CH2:22][CH2:21][N:20]([CH2:23][CH2:24][CH2:25][CH2:26][O:27]C(=O)C)[CH2:19][CH2:18]4)[CH:14]=[CH:13][CH:12]=3)[CH:9]=2)[CH2:4][CH2:3]1.Cl, predict the reaction product. The product is: [CH3:1][C:2]1([CH3:31])[C:10]2[C:5](=[CH:6][CH:7]=[C:8]([C:11]3[N:16]=[C:15]([N:17]4[CH2:18][CH2:19][N:20]([CH2:23][CH2:24][CH2:25][CH2:26][OH:27])[CH2:21][CH2:22]4)[CH:14]=[CH:13][CH:12]=3)[CH:9]=2)[CH2:4][CH2:3]1. (6) Given the reactants Cl[C:2]1[S:6][C:5]([C:7](=[O:9])[CH3:8])=[CH:4][C:3]=1[N+:10]([O-:12])=[O:11].[F:13][C:14]1[C:19]([F:20])=[CH:18][C:17]([F:21])=[C:16]([F:22])[C:15]=1[SH:23], predict the reaction product. The product is: [N+:10]([C:3]1[CH:4]=[C:5]([C:7](=[O:9])[CH3:8])[S:6][C:2]=1[S:23][C:15]1[C:14]([F:13])=[C:19]([F:20])[CH:18]=[C:17]([F:21])[C:16]=1[F:22])([O-:12])=[O:11]. (7) The product is: [CH:37]1([CH2:40][C:41]([N:2]2[CH2:3][CH2:4][CH:5]([N:8]3[CH:12]=[C:11]([C:13]4[CH:36]=[CH:35][C:16]5[N:17]([C:20]6[CH:21]=[C:22]([NH:26][C:27]([NH:29][CH2:30][C:31]([F:33])([F:32])[F:34])=[O:28])[CH:23]=[CH:24][CH:25]=6)[CH:18]=[N:19][C:15]=5[CH:14]=4)[CH:10]=[N:9]3)[CH2:6][CH2:7]2)=[O:42])[CH2:39][CH2:38]1. Given the reactants Cl.[NH:2]1[CH2:7][CH2:6][CH:5]([N:8]2[CH:12]=[C:11]([C:13]3[CH:36]=[CH:35][C:16]4[N:17]([C:20]5[CH:21]=[C:22]([NH:26][C:27]([NH:29][CH2:30][C:31]([F:34])([F:33])[F:32])=[O:28])[CH:23]=[CH:24][CH:25]=5)[CH:18]=[N:19][C:15]=4[CH:14]=3)[CH:10]=[N:9]2)[CH2:4][CH2:3]1.[CH:37]1([CH2:40][C:41](O)=[O:42])[CH2:39][CH2:38]1, predict the reaction product.